Dataset: Full USPTO retrosynthesis dataset with 1.9M reactions from patents (1976-2016). Task: Predict the reactants needed to synthesize the given product. (1) Given the product [C:1]([Si:5]([CH3:37])([CH3:36])[O:6][CH:7]([C:32]([CH3:35])([CH3:34])[CH3:33])[CH2:8][O:9][C:10]1[CH:15]=[CH:14][C:13]([C:16]([C:21]2[S:25][C:24]([S:26]([NH2:38])(=[O:28])=[O:27])=[C:23]([CH3:30])[CH:22]=2)([CH2:19][CH3:20])[CH2:17][CH3:18])=[CH:12][C:11]=1[CH3:31])([CH3:4])([CH3:3])[CH3:2], predict the reactants needed to synthesize it. The reactants are: [C:1]([Si:5]([CH3:37])([CH3:36])[O:6][CH:7]([C:32]([CH3:35])([CH3:34])[CH3:33])[CH2:8][O:9][C:10]1[CH:15]=[CH:14][C:13]([C:16]([C:21]2[S:25][C:24]([S:26](Cl)(=[O:28])=[O:27])=[C:23]([CH3:30])[CH:22]=2)([CH2:19][CH3:20])[CH2:17][CH3:18])=[CH:12][C:11]=1[CH3:31])([CH3:4])([CH3:3])[CH3:2].[NH4+:38].[OH-]. (2) Given the product [CH3:1][C:2]([CH3:17])([CH3:16])[C@@H:3]([C:13]([OH:15])=[O:14])[NH:4][C:5]([O:7][CH2:8][CH2:9][CH2:10][C:11]#[CH:12])=[O:6], predict the reactants needed to synthesize it. The reactants are: [CH3:1][C:2]([CH3:17])([CH3:16])[C@@H:3]([C:13]([OH:15])=[O:14])[NH:4][C:5]([O:7][CH2:8][CH2:9][CH2:10][CH:11]=[CH2:12])=[O:6].C(O)CCC#C. (3) The reactants are: C(N(C(C)C)C(C)C)C.Cl[CH2:11][O:12][CH3:13].[Br:14][C:15]1[C:16]([CH3:29])=[C:17]([CH3:28])[C:18]2[O:22][C:21]([CH2:24][OH:25])([CH3:23])[CH2:20][C:19]=2[C:26]=1[CH3:27].O.C(=O)(O)[O-].[Na+]. Given the product [Br:14][C:15]1[C:16]([CH3:29])=[C:17]([CH3:28])[C:18]2[O:22][C:21]([CH2:24][O:25][CH2:11][O:12][CH3:13])([CH3:23])[CH2:20][C:19]=2[C:26]=1[CH3:27], predict the reactants needed to synthesize it. (4) Given the product [C:1]([O:5][CH2:6][C:7]([CH2:8][O:9][CH3:21])([CH2:16][O:17][CH3:18])[C:10]([CH3:15])([CH3:14])[CH:11]([CH3:12])[CH3:13])([CH3:2])([CH3:3])[CH3:4], predict the reactants needed to synthesize it. The reactants are: [C:1]([O:5][CH2:6][C:7]([CH2:16][O:17][CH3:18])([C:10]([CH3:15])([CH3:14])[CH:11]([CH3:13])[CH3:12])[CH2:8][OH:9])([CH3:4])([CH3:3])[CH3:2].[H-].[Na+].[C:21](OCC(O)C(COC)C(C)(C)C(C)C)(C)(C)C.CI. (5) The reactants are: [OH:1][C:2]1[CH:11]=[C:10]2[C:5]([C:6]([O:12][C:13]3[CH:26]=[CH:25][C:16]4[C:17]([C:21]([NH:23][CH3:24])=[O:22])=[C:18]([CH3:20])[O:19][C:15]=4[CH:14]=3)=[CH:7][CH:8]=[N:9]2)=[CH:4][CH:3]=1.Br[CH2:28][CH2:29][CH2:30][C:31]([O:33]C)=[O:32].C([O-])([O-])=O.[Cs+].[Cs+].CC#N. Given the product [CH3:20][C:18]1[O:19][C:15]2[CH:14]=[C:13]([O:12][C:6]3[C:5]4[C:10](=[CH:11][C:2]([O:1][CH2:28][CH2:29][CH2:30][C:31]([OH:33])=[O:32])=[CH:3][CH:4]=4)[N:9]=[CH:8][CH:7]=3)[CH:26]=[CH:25][C:16]=2[C:17]=1[C:21]([NH:23][CH3:24])=[O:22], predict the reactants needed to synthesize it.